Dataset: Full USPTO retrosynthesis dataset with 1.9M reactions from patents (1976-2016). Task: Predict the reactants needed to synthesize the given product. (1) Given the product [F:9][C:10]1[CH:11]=[C:12]([CH:24]=[CH:25][CH:26]=1)[C:13]([NH:15][CH2:16][CH2:17][C:18]1[C:2]2[CH:3]=[N:4][CH:5]=[CH:6][C:7]=2[NH:8][C:19]=1[Si:20]([CH3:22])([CH3:21])[CH3:23])=[O:14], predict the reactants needed to synthesize it. The reactants are: I[C:2]1[CH:3]=[N:4][CH:5]=[CH:6][C:7]=1[NH2:8].[F:9][C:10]1[CH:11]=[C:12]([CH:24]=[CH:25][CH:26]=1)[C:13]([NH:15][CH2:16][CH2:17][C:18]#[C:19][Si:20]([CH3:23])([CH3:22])[CH3:21])=[O:14].C1(P(C2C=CC=CC=2)C2C=CC=CC=2)C=CC=CC=1.C([O-])(=O)C.[Na+].[Cl-].[Li+]. (2) Given the product [F:1][C:2]([F:32])([C:25]1[CH:26]=[C:27]([NH:31][C:37]2[CH:38]=[CH:39][C:40]([N+:42]([O-:44])=[O:43])=[CH:41][C:36]=2[N+:33]([O-:35])=[O:34])[CH:28]=[CH:29][CH:30]=1)[C:3]([F:23])([F:24])[C:4]([F:21])([F:22])[C:5]([F:19])([F:20])[C:6]([F:17])([F:18])[C:7]([F:16])([F:15])[C:8]([F:14])([F:13])[C:9]([F:12])([F:11])[F:10], predict the reactants needed to synthesize it. The reactants are: [F:1][C:2]([F:32])([C:25]1[CH:26]=[C:27]([NH2:31])[CH:28]=[CH:29][CH:30]=1)[C:3]([F:24])([F:23])[C:4]([F:22])([F:21])[C:5]([F:20])([F:19])[C:6]([F:18])([F:17])[C:7]([F:16])([F:15])[C:8]([F:14])([F:13])[C:9]([F:12])([F:11])[F:10].[N+:33]([C:36]1[CH:41]=[C:40]([N+:42]([O-:44])=[O:43])[CH:39]=[CH:38][C:37]=1F)([O-:35])=[O:34].CN1C(=O)CCC1.